This data is from Forward reaction prediction with 1.9M reactions from USPTO patents (1976-2016). The task is: Predict the product of the given reaction. Given the reactants [Br:1][C:2]1[CH:3]=[N:4][C:5]2[N:6]([N:8]=[C:9]([C:11]([OH:13])=O)[CH:10]=2)[CH:7]=1.[CH:14]([CH:17]1[C:26]2[C:21](=[CH:22][CH:23]=[CH:24][CH:25]=2)[CH2:20][CH2:19][NH:18]1)([CH3:16])[CH3:15], predict the reaction product. The product is: [Br:1][C:2]1[CH:3]=[N:4][C:5]2[N:6]([N:8]=[C:9]([C:11]([N:18]3[CH2:19][CH2:20][C:21]4[C:26](=[CH:25][CH:24]=[CH:23][CH:22]=4)[CH:17]3[CH:14]([CH3:16])[CH3:15])=[O:13])[CH:10]=2)[CH:7]=1.